Dataset: Catalyst prediction with 721,799 reactions and 888 catalyst types from USPTO. Task: Predict which catalyst facilitates the given reaction. Reactant: C(=O)([O-])[O-].[Cs+].[Cs+].Cl[CH2:8][C:9]1[N:10]=[C:11]([C:15]2[CH:20]=[CH:19][C:18]([C:21]([F:24])([F:23])[F:22])=[CH:17][CH:16]=2)[O:12][C:13]=1[CH3:14].[CH2:25]([O:27][C:28](=[O:41])[CH2:29][CH:30]([C:34]1[CH:39]=[CH:38][C:37]([OH:40])=[CH:36][CH:35]=1)[C:31]#[C:32][CH3:33])[CH3:26].Cl. Product: [CH2:25]([O:27][C:28](=[O:41])[CH2:29][CH:30]([C:34]1[CH:35]=[CH:36][C:37]([O:40][CH2:8][C:9]2[N:10]=[C:11]([C:15]3[CH:20]=[CH:19][C:18]([C:21]([F:24])([F:23])[F:22])=[CH:17][CH:16]=3)[O:12][C:13]=2[CH3:14])=[CH:38][CH:39]=1)[C:31]#[C:32][CH3:33])[CH3:26]. The catalyst class is: 18.